From a dataset of Catalyst prediction with 721,799 reactions and 888 catalyst types from USPTO. Predict which catalyst facilitates the given reaction. (1) Reactant: [CH2:1]([N:8]1[CH2:13][CH2:12][N:11]([C:14]2[S:15][CH2:16][C:17](=[O:19])[N:18]=2)[CH2:10][CH2:9]1)[C:2]1[CH:7]=[CH:6][CH:5]=[CH:4][CH:3]=1.[C:20]([C:24]1[CH:31]=[CH:30][C:27]([CH:28]=O)=[CH:26][CH:25]=1)([CH3:23])([CH3:22])[CH3:21].C([O-])(=O)C.[Na+].O. Product: [CH2:1]([N:8]1[CH2:13][CH2:12][N:11]([C:14]2[S:15][C:16](=[CH:28][C:27]3[CH:30]=[CH:31][C:24]([C:20]([CH3:23])([CH3:22])[CH3:21])=[CH:25][CH:26]=3)[C:17](=[O:19])[N:18]=2)[CH2:10][CH2:9]1)[C:2]1[CH:7]=[CH:6][CH:5]=[CH:4][CH:3]=1. The catalyst class is: 15. (2) The catalyst class is: 4. Product: [CH3:21][N:22]([CH2:27][C:28]1[CH:29]=[CH:30][C:31]([C:32]([O:34][CH3:35])=[O:33])=[CH:36][CH:37]=1)[CH2:23][CH2:24][N:25]([CH3:26])[CH2:15][C:14]1[CH:17]=[CH:18][C:11]([O:10][C:9]2[CH:19]=[CH:20][C:6]([C:2]3[O:1][CH:5]=[CH:4][N:3]=3)=[CH:7][CH:8]=2)=[CH:12][CH:13]=1. Reactant: [O:1]1[CH:5]=[CH:4][N:3]=[C:2]1[C:6]1[CH:20]=[CH:19][C:9]([O:10][C:11]2[CH:18]=[CH:17][C:14]([CH:15]=O)=[CH:13][CH:12]=2)=[CH:8][CH:7]=1.[CH3:21][N:22]([CH2:27][C:28]1[CH:37]=[CH:36][C:31]([C:32]([O:34][CH3:35])=[O:33])=[CH:30][CH:29]=1)[CH2:23][CH2:24][NH:25][CH3:26].C(O[BH-](OC(=O)C)OC(=O)C)(=O)C.[Na+].C(=O)(O)[O-].[Na+]. (3) Product: [CH2:1]([N:5]1[C:13]2[N:12]=[C:11]([Cl:14])[N:10]([CH2:15][CH:16]=[CH2:17])[C:9]=2[C:8](=[O:18])[N:7]([CH2:27][CH2:28][CH2:29][CH2:30][OH:31])[C:6]1=[O:19])[CH2:2][CH2:3][CH3:4]. The catalyst class is: 3. Reactant: [CH2:1]([N:5]1[C:13]2[N:12]=[C:11]([Cl:14])[N:10]([CH2:15][CH:16]=[CH2:17])[C:9]=2[C:8](=[O:18])[NH:7][C:6]1=[O:19])[CH2:2][CH2:3][CH3:4].C([O-])([O-])=O.[Cs+].[Cs+].Br[CH2:27][CH2:28][CH2:29][CH2:30][OH:31].